Dataset: Rat liver microsome stability data. Task: Regression/Classification. Given a drug SMILES string, predict its absorption, distribution, metabolism, or excretion properties. Task type varies by dataset: regression for continuous measurements (e.g., permeability, clearance, half-life) or binary classification for categorical outcomes (e.g., BBB penetration, CYP inhibition). Dataset: rlm. (1) The drug is CC[C@H](Nc1nc(N)nc(C)c1C#N)c1nc2cccc(NCc3ccc(C(=O)NO)cc3)c2c(=O)n1-c1ccccc1. The result is 0 (unstable in rat liver microsomes). (2) The drug is Cc1ccc(S(=O)(=O)Nc2cnccc2C(=O)Nc2nc(-c3ccncc3)cs2)cc1. The result is 1 (stable in rat liver microsomes). (3) The result is 1 (stable in rat liver microsomes). The compound is COc1cc(OC)c(C=CS(=O)(=O)Cc2ccc(OC)c(N)n2)c(OC)c1. (4) The molecule is Cc1cc(-c2nnc(N)nc2-c2ccccc2)cc(C(F)(F)F)n1. The result is 0 (unstable in rat liver microsomes). (5) The molecule is O=C(Nc1ccc(N2CCN(C(=O)c3ccccc3F)CC2)cc1)c1cncc(Br)c1. The result is 0 (unstable in rat liver microsomes). (6) The molecule is Cc1cc(C)cc(NS(=O)(=O)c2ccc3ncc(C(=O)NCc4ccco4)c(O)c3c2)c1. The result is 1 (stable in rat liver microsomes).